From a dataset of Merck oncology drug combination screen with 23,052 pairs across 39 cell lines. Regression. Given two drug SMILES strings and cell line genomic features, predict the synergy score measuring deviation from expected non-interaction effect. Drug 1: O=C(CCCCCCC(=O)Nc1ccccc1)NO. Drug 2: Cn1c(=O)n(-c2ccc(C(C)(C)C#N)cc2)c2c3cc(-c4cnc5ccccc5c4)ccc3ncc21. Cell line: COLO320DM. Synergy scores: synergy=17.9.